The task is: Regression. Given a peptide amino acid sequence and an MHC pseudo amino acid sequence, predict their binding affinity value. This is MHC class I binding data.. This data is from Peptide-MHC class I binding affinity with 185,985 pairs from IEDB/IMGT. (1) The peptide sequence is DAYGFHNYK. The MHC is HLA-B40:01 with pseudo-sequence HLA-B40:01. The binding affinity (normalized) is 0.0847. (2) The peptide sequence is EEIPDFAFY. The MHC is HLA-A23:01 with pseudo-sequence HLA-A23:01. The binding affinity (normalized) is 0. (3) The peptide sequence is YQLEMYHPI. The MHC is HLA-C07:02 with pseudo-sequence HLA-C07:02. The binding affinity (normalized) is 0.239. (4) The peptide sequence is ITDKINQII. The MHC is HLA-A02:01 with pseudo-sequence HLA-A02:01. The binding affinity (normalized) is 0.133. (5) The peptide sequence is LYKLMGHFSW. The MHC is HLA-A23:01 with pseudo-sequence HLA-A23:01. The binding affinity (normalized) is 0.584. (6) The peptide sequence is GLNKIVRMY. The MHC is HLA-B54:01 with pseudo-sequence HLA-B54:01. The binding affinity (normalized) is 0.0132.